From a dataset of Reaction yield outcomes from USPTO patents with 853,638 reactions. Predict the reaction yield, written as a fraction of the theoretical maximum amount of product (1.0 means a 100% yield; for example, 0.34 means a 34% yield). (1) The reactants are C1C=CC2N(O)N=NC=2C=1.CCN=C=NCCCN(C)C.[CH3:22][C:23]1[NH:24][CH:25]=[C:26]([C:28]([OH:30])=O)[N:27]=1.[OH:31][CH2:32][CH2:33][NH:34][CH:35]1[CH2:40][CH2:39][N:38]([C:41]([O:43][C:44]([CH3:47])([CH3:46])[CH3:45])=[O:42])[CH2:37][CH2:36]1. The catalyst is C(#N)C.C(N(CC)CC)C. The product is [OH:31][CH2:32][CH2:33][N:34]([C:28]([C:26]1[N:27]=[C:23]([CH3:22])[NH:24][CH:25]=1)=[O:30])[CH:35]1[CH2:40][CH2:39][N:38]([C:41]([O:43][C:44]([CH3:47])([CH3:46])[CH3:45])=[O:42])[CH2:37][CH2:36]1. The yield is 0.180. (2) The product is [ClH:35].[CH3:1][O:2][C:3](=[O:33])[CH2:4][CH2:5][C:6]1[CH:7]=[CH:8][C:9]([C:12]2[CH:17]=[CH:16][C:15]([CH2:18][CH:19]([NH2:25])[C:20](=[O:24])[N:21]([CH3:22])[CH3:23])=[CH:14][CH:13]=2)=[CH:10][CH:11]=1. The yield is 0.948. The reactants are [CH3:1][O:2][C:3](=[O:33])[CH2:4][CH2:5][C:6]1[CH:11]=[CH:10][C:9]([C:12]2[CH:17]=[CH:16][C:15]([CH2:18][CH:19]([NH:25]C(OC(C)(C)C)=O)[C:20](=[O:24])[N:21]([CH3:23])[CH3:22])=[CH:14][CH:13]=2)=[CH:8][CH:7]=1.C(Cl)[Cl:35]. No catalyst specified.